Dataset: Full USPTO retrosynthesis dataset with 1.9M reactions from patents (1976-2016). Task: Predict the reactants needed to synthesize the given product. (1) Given the product [F:1][C:2]1[CH:7]=[CH:6][C:5]([CH2:8][CH2:9][CH3:10])=[CH:4][C:3]=1[C:11]1[N:16]=[C:15]([C:17]([OH:19])=[O:18])[CH:14]=[CH:13][CH:12]=1, predict the reactants needed to synthesize it. The reactants are: [F:1][C:2]1[CH:7]=[CH:6][C:5]([CH2:8][CH2:9][CH3:10])=[CH:4][C:3]=1[C:11]1[N:16]=[C:15]([C:17]([O:19]C)=[O:18])[CH:14]=[CH:13][CH:12]=1.[OH-].[Li+]. (2) Given the product [CH2:14]([O:11][CH2:10][CH2:9][O:8][C:7]1[CH:12]=[CH:13][C:4]([Br:3])=[CH:5][CH:6]=1)[C:15]1[CH:20]=[CH:19][CH:18]=[CH:17][CH:16]=1, predict the reactants needed to synthesize it. The reactants are: [H-].[Na+].[Br:3][C:4]1[CH:13]=[CH:12][C:7]([O:8][CH2:9][CH2:10][OH:11])=[CH:6][CH:5]=1.[CH2:14](Br)[C:15]1[CH:20]=[CH:19][CH:18]=[CH:17][CH:16]=1.O.